This data is from Forward reaction prediction with 1.9M reactions from USPTO patents (1976-2016). The task is: Predict the product of the given reaction. (1) Given the reactants [C:1]([NH2:6])(=O)[CH:2]([CH3:4])[CH3:3].C1(N)CC1.[CH:11]1([C:14]2[N:18](C)[C:17]([CH:20]=[O:21])=[CH:16]N=2)[CH2:13]C1, predict the reaction product. The product is: [CH:14]1([N:18]2[C:17]([CH:20]=[O:21])=[CH:16][N:6]=[C:1]2[CH:2]([CH3:4])[CH3:3])[CH2:11][CH2:13]1. (2) Given the reactants Cl[CH2:2][CH2:3][N:4]1[CH2:8][CH2:7][CH2:6][C:5]1=[O:9].C(=O)([O-])[O-].[K+].[K+].[N+:16]([C:19]1[CH:20]=[N:21][NH:22][CH:23]=1)([O-:18])=[O:17], predict the reaction product. The product is: [N+:16]([C:19]1[CH:20]=[N:21][N:22]([CH2:2][CH2:3][N:4]2[CH2:8][CH2:7][CH2:6][C:5]2=[O:9])[CH:23]=1)([O-:18])=[O:17]. (3) Given the reactants Br[C:2]1[CH:3]=[CH:4][C:5]([C:8]#[C:9][CH2:10][CH2:11][C:12]2[CH:17]=[CH:16][C:15]([CH2:18][N:19]3[CH2:23][CH2:22][CH2:21][CH2:20]3)=[CH:14][CH:13]=2)=[N:6][CH:7]=1.[Cl:24][C:25]1[CH:30]=[CH:29][C:28](OB(O)O)=[CH:27][CH:26]=1.C([O-])([O-])=O.[Na+].[Na+], predict the reaction product. The product is: [Cl:24][C:25]1[CH:30]=[CH:29][C:28]([C:2]2[CH:3]=[CH:4][C:5]([C:8]#[C:9][CH2:10][CH2:11][C:12]3[CH:17]=[CH:16][C:15]([CH2:18][N:19]4[CH2:23][CH2:22][CH2:21][CH2:20]4)=[CH:14][CH:13]=3)=[N:6][CH:7]=2)=[CH:27][CH:26]=1. (4) Given the reactants [OH-].[Na+].C([O:5][C:6]([C:8]1([OH:19])[C:16]2[C:11](=[C:12]([O:17][CH3:18])[CH:13]=[CH:14][CH:15]=2)[CH2:10][CH2:9]1)=[O:7])C, predict the reaction product. The product is: [OH:19][C:8]1([C:6]([OH:7])=[O:5])[C:16]2[C:11](=[C:12]([O:17][CH3:18])[CH:13]=[CH:14][CH:15]=2)[CH2:10][CH2:9]1. (5) Given the reactants [NH2:1][C:2]1[C:11]2[C:6](=[C:7](Br)[CH:8]=[CH:9][CH:10]=2)[N:5]=[N:4][C:3]=1[C:13]([NH:15][CH2:16][CH2:17][CH3:18])=[O:14].[F:19][C:20]1[CH:21]=[C:22](B(O)O)[CH:23]=[CH:24][C:25]=1[O:26][CH3:27], predict the reaction product. The product is: [NH2:1][C:2]1[C:11]2[C:6](=[C:7]([C:22]3[CH:23]=[CH:24][C:25]([O:26][CH3:27])=[C:20]([F:19])[CH:21]=3)[CH:8]=[CH:9][CH:10]=2)[N:5]=[N:4][C:3]=1[C:13]([NH:15][CH2:16][CH2:17][CH3:18])=[O:14]. (6) Given the reactants [CH3:1][O:2][C:3](=[O:15])[C:4](=[N+]=[N-])[C:5]1[CH:10]=[CH:9][C:8]([Cl:11])=[C:7]([Cl:12])[CH:6]=1.ClCCl.[CH:19]1([OH:25])[CH2:24][CH2:23][CH2:22][CH:21]=[CH:20]1, predict the reaction product. The product is: [CH3:1][O:2][C:3](=[O:15])[CH:4]([O:25][CH:19]1[CH2:24][CH2:23][CH2:22][CH:21]=[CH:20]1)[C:5]1[CH:10]=[CH:9][C:8]([Cl:11])=[C:7]([Cl:12])[CH:6]=1. (7) Given the reactants [CH3:1][O:2][C:3]1[CH:11]=[C:10]([O:12][CH3:13])[CH:9]=[C:8]2[C:4]=1[C:5](=[O:15])C(=O)[NH:7]2.[OH:16]O.[ClH:18], predict the reaction product. The product is: [ClH:18].[NH2:7][C:8]1[CH:9]=[C:10]([O:12][CH3:13])[CH:11]=[C:3]([O:2][CH3:1])[C:4]=1[C:5]([OH:15])=[O:16]. (8) Given the reactants Cl[C:2]1[CH:3]=[CH:4][C:5]2[CH2:6][N:7]([C:19]([O:21][C:22]([CH3:25])([CH3:24])[CH3:23])=[O:20])[CH2:8][C@@H:9]([C:13]3[CH:18]=[CH:17][CH:16]=[CH:15][CH:14]=3)[O:10][C:11]=2[N:12]=1.[CH3:26][N:27]1[CH:31]=[C:30]([C:32]2[CH:33]=[CH:34][C:35]([NH2:38])=[N:36][CH:37]=2)[CH:29]=[N:28]1.C(=O)([O-])[O-].[Cs+].[Cs+].COCCOC, predict the reaction product. The product is: [CH3:26][N:27]1[CH:31]=[C:30]([C:32]2[CH:33]=[CH:34][C:35]([NH:38][C:2]3[CH:3]=[CH:4][C:5]4[CH2:6][N:7]([C:19]([O:21][C:22]([CH3:25])([CH3:24])[CH3:23])=[O:20])[CH2:8][C@@H:9]([C:13]5[CH:18]=[CH:17][CH:16]=[CH:15][CH:14]=5)[O:10][C:11]=4[N:12]=3)=[N:36][CH:37]=2)[CH:29]=[N:28]1. (9) Given the reactants [OH-].[Na+].[CH:3]([NH:6][C:7]1[CH:12]=[CH:11][CH:10]=[CH:9][C:8]=1[N+:13]([O-])=O)([CH3:5])[CH3:4], predict the reaction product. The product is: [NH2:13][C:8]1[CH:9]=[CH:10][CH:11]=[CH:12][C:7]=1[NH:6][CH:3]([CH3:5])[CH3:4].